Dataset: Full USPTO retrosynthesis dataset with 1.9M reactions from patents (1976-2016). Task: Predict the reactants needed to synthesize the given product. Given the product [CH:26]([C:12]1[C:11]([CH2:10][CH2:9][C:8]([C:5]2[CH:6]=[CH:7][C:2]([O:1][C:38]([CH3:45])([CH3:44])[C:39]([O:41][CH2:42][CH3:43])=[O:40])=[C:3]([CH3:30])[CH:4]=2)=[O:29])=[CH:15][N:14]([C:16]2[CH:21]=[CH:20][C:19]([C:22]([F:25])([F:24])[F:23])=[CH:18][CH:17]=2)[N:13]=1)([CH3:27])[CH3:28], predict the reactants needed to synthesize it. The reactants are: [OH:1][C:2]1[CH:7]=[CH:6][C:5]([C:8](=[O:29])[CH2:9][CH2:10][C:11]2[C:12]([CH:26]([CH3:28])[CH3:27])=[N:13][N:14]([C:16]3[CH:21]=[CH:20][C:19]([C:22]([F:25])([F:24])[F:23])=[CH:18][CH:17]=3)[CH:15]=2)=[CH:4][C:3]=1[CH3:30].C(=O)([O-])[O-].[K+].[K+].Br[C:38]([CH3:45])([CH3:44])[C:39]([O:41][CH2:42][CH3:43])=[O:40].[Cl-].[NH4+].